This data is from Catalyst prediction with 721,799 reactions and 888 catalyst types from USPTO. The task is: Predict which catalyst facilitates the given reaction. (1) Reactant: [C:1]([O:5][C:6]([CH:8]([C:27]1[CH:32]=[CH:31][CH:30]=[CH:29][CH:28]=1)[N:9]1[C:13]2[CH:14]=[C:15](I)[CH:16]=[CH:17][C:12]=2[N:11]([C:19]([O:21][C:22]([CH3:25])([CH3:24])[CH3:23])=[O:20])[C:10]1=[O:26])=[O:7])([CH3:4])([CH3:3])[CH3:2].O.[CH3:34][N:35](C=O)C. Product: [C:1]([O:5][C:6]([CH:8]([C:27]1[CH:32]=[CH:31][CH:30]=[CH:29][CH:28]=1)[N:9]1[C:13]2[CH:14]=[C:15]([C:34]#[N:35])[CH:16]=[CH:17][C:12]=2[N:11]([C:19]([O:21][C:22]([CH3:25])([CH3:24])[CH3:23])=[O:20])[C:10]1=[O:26])=[O:7])([CH3:4])([CH3:3])[CH3:2]. The catalyst class is: 507. (2) Reactant: Br[C:2]1[C:10]2[C:9]([NH2:11])=[N:8][CH:7]=[N:6][C:5]=2[N:4]([CH:12]2[CH2:15][O:14][CH2:13]2)[CH:3]=1.CC1(C)C(C)(C)OB([C:24]2[CH:25]=[C:26]3[C:30](=[CH:31][CH:32]=2)[N:29]([C:33](=[O:45])[CH2:34][C:35]2[CH:40]=[CH:39][CH:38]=[C:37]([C:41]([F:44])([F:43])[F:42])[CH:36]=2)[CH2:28][CH2:27]3)O1.O1CCOCC1.C([O-])(O)=O.[Na+]. Product: [O:14]1[CH2:15][CH:12]([N:4]2[C:5]3[N:6]=[CH:7][N:8]=[C:9]([NH2:11])[C:10]=3[C:2]([C:24]3[CH:25]=[C:26]4[C:30](=[CH:31][CH:32]=3)[N:29]([C:33](=[O:45])[CH2:34][C:35]3[CH:40]=[CH:39][CH:38]=[C:37]([C:41]([F:44])([F:42])[F:43])[CH:36]=3)[CH2:28][CH2:27]4)=[CH:3]2)[CH2:13]1. The catalyst class is: 257.